This data is from Catalyst prediction with 721,799 reactions and 888 catalyst types from USPTO. The task is: Predict which catalyst facilitates the given reaction. Reactant: [Br:1][C:2]1[C:7](=[O:8])[N:6]2[CH:9]=[CH:10][CH:11]=[CH:12][C:5]2=[N:4][C:3]=1[CH3:13].[CH3:14][O:15][C:16]1[C:17]([O:24][CH2:25][CH2:26][CH2:27][CH2:28][CH2:29][CH3:30])=[C:18]([CH:21]=[CH:22][CH:23]=1)[CH:19]=O.[O-]CC.[Na+]. Product: [Br:1][C:2]1[C:7](=[O:8])[N:6]2[CH:9]=[CH:10][CH:11]=[CH:12][C:5]2=[N:4][C:3]=1/[CH:13]=[CH:19]/[C:18]1[CH:21]=[CH:22][CH:23]=[C:16]([O:15][CH3:14])[C:17]=1[O:24][CH2:25][CH2:26][CH2:27][CH2:28][CH2:29][CH3:30]. The catalyst class is: 8.